Dataset: Antibody paratope prediction from SAbDab with 1,023 antibody chains. Task: Token-level Classification. Given an antibody amino acid sequence, predict which amino acid positions are active in antigen binding. Output is a list of indices for active paratope positions. Given the antibody sequence: QSALTQPASVSGSPGQSITISCQGTSNDVGGYESVSWYQQHPGKAPKVVIYDVSKRPSGVSNRFSGSKSGNTASLTISGLQAEDEGDYYCKSLTSTRRRVFGTGTKLTVL, which amino acid positions are active in antigen binding (paratope)? The paratope positions are: [29, 30, 31, 97].